This data is from Forward reaction prediction with 1.9M reactions from USPTO patents (1976-2016). The task is: Predict the product of the given reaction. (1) Given the reactants [CH2:1]([C:8]1[NH:17][C:11]2[N:12]=[N:13][C:14](I)=[CH:15][C:10]=2[CH:9]=1)[C:2]1[CH:7]=[CH:6][CH:5]=[CH:4][CH:3]=1.[CH2:18]([C:23]1[S:27][C:26]([NH:28][C:29](=[O:37])[CH2:30][C:31]2[CH:36]=[CH:35][CH:34]=[CH:33][CH:32]=2)=[N:25][N:24]=1)[CH2:19][CH2:20][C:21]#[CH:22], predict the reaction product. The product is: [CH2:1]([C:8]1[NH:17][C:11]2[N:12]=[N:13][C:14]([C:22]#[C:21][CH2:20][CH2:19][CH2:18][C:23]3[S:27][C:26]([NH:28][C:29](=[O:37])[CH2:30][C:31]4[CH:32]=[CH:33][CH:34]=[CH:35][CH:36]=4)=[N:25][N:24]=3)=[CH:15][C:10]=2[CH:9]=1)[C:2]1[CH:7]=[CH:6][CH:5]=[CH:4][CH:3]=1. (2) Given the reactants [C:1]([O:5][C:6](=[O:16])[NH:7][C:8]1[CH:13]=[CH:12][C:11]([CH3:14])=[C:10]([OH:15])[CH:9]=1)([CH3:4])([CH3:3])[CH3:2].Br[C:18]1[CH:19]=[CH:20][C:21]([N+:24]([O-:26])=[O:25])=[N:22][CH:23]=1.C(=O)([O-])[O-].[Cs+].[Cs+].CN(C)C=O, predict the reaction product. The product is: [C:1]([O:5][C:6](=[O:16])[NH:7][C:8]1[CH:13]=[CH:12][C:11]([CH3:14])=[C:10]([O:15][C:18]2[CH:23]=[N:22][C:21]([N+:24]([O-:26])=[O:25])=[CH:20][CH:19]=2)[CH:9]=1)([CH3:4])([CH3:2])[CH3:3]. (3) The product is: [F:31][C:29]1[CH:28]=[C:27]([F:32])[CH:26]=[C:25]2[C:30]=1[C:21]([O:13][C:11]1[CH:10]=[CH:9][N:8]=[C:7]([N:4]3[CH2:5][CH2:6][O:1][CH2:2][CH2:3]3)[CH:12]=1)=[C:22]([CH3:39])[C:23]([C:33]1[CH:38]=[CH:37][CH:36]=[CH:35][N:34]=1)=[N:24]2. Given the reactants [O:1]1[CH2:6][CH2:5][N:4]([C:7]2[CH:12]=[C:11]([OH:13])[CH:10]=[CH:9][N:8]=2)[CH2:3][CH2:2]1.C(=O)([O-])[O-].[Cs+].[Cs+].Cl[C:21]1[C:30]2[C:25](=[CH:26][C:27]([F:32])=[CH:28][C:29]=2[F:31])[N:24]=[C:23]([C:33]2[CH:38]=[CH:37][CH:36]=[CH:35][N:34]=2)[C:22]=1[CH3:39], predict the reaction product. (4) Given the reactants [Cl:1][C:2]1[N:3]=[C:4]([N:15]2[CH2:20][CH2:19][O:18][CH2:17][CH2:16]2)[C:5]2[CH2:10][N:9]([C:11]([O:13][CH3:14])=[O:12])[CH2:8][C:6]=2[N:7]=1.Cl.Cl[C:23]1N=C(N2CCOC[C@@H]2C)C2CNCC=2N=1.C(O)(C(F)(F)F)=O, predict the reaction product. The product is: [Cl:1][C:2]1[N:3]=[C:4]([N:15]2[CH2:16][CH2:17][O:18][CH2:19][C@@H:20]2[CH3:23])[C:5]2[CH2:10][N:9]([C:11]([O:13][CH3:14])=[O:12])[CH2:8][C:6]=2[N:7]=1. (5) The product is: [C:41](=[O:48])([O:45][CH2:46][CH3:47])[O:42][CH2:43][N:14]1[C:11]2=[N:12][CH:13]=[C:8]([C:5]3[CH:6]=[CH:7][C:2]([Cl:1])=[CH:3][CH:4]=3)[CH:9]=[C:10]2[C:16]([C:17](=[O:18])[C:19]2[C:24]([F:25])=[CH:23][CH:22]=[C:21]([NH:26][S:27]([CH2:30][CH2:31][CH3:32])(=[O:28])=[O:29])[C:20]=2[F:33])=[CH:15]1. Given the reactants [Cl:1][C:2]1[CH:7]=[CH:6][C:5]([C:8]2[CH:9]=[C:10]3[C:16]([C:17]([C:19]4[C:20]([F:33])=[C:21]([NH:26][S:27]([CH2:30][CH2:31][CH3:32])(=[O:29])=[O:28])[CH:22]=[CH:23][C:24]=4[F:25])=[O:18])=[CH:15][NH:14][C:11]3=[N:12][CH:13]=2)=[CH:4][CH:3]=1.CCN(CC)CC.[C:41](=[O:48])([O:45][CH2:46][CH3:47])[O:42][CH2:43]Cl, predict the reaction product. (6) Given the reactants [CH2:1]([O:3][C:4](=[O:24])[CH2:5][C:6]1[C:15]2[C:10](=[CH:11][CH:12]=[CH:13][CH:14]=2)[CH:9]=[C:8]([O:16]CC2C=CC=CC=2)[CH:7]=1)[CH3:2], predict the reaction product. The product is: [CH2:1]([O:3][C:4](=[O:24])[CH2:5][C:6]1[C:15]2[C:10](=[CH:11][CH:12]=[CH:13][CH:14]=2)[CH:9]=[C:8]([OH:16])[CH:7]=1)[CH3:2].